Dataset: Full USPTO retrosynthesis dataset with 1.9M reactions from patents (1976-2016). Task: Predict the reactants needed to synthesize the given product. (1) Given the product [C:1]([C:3]1[C:4]([CH2:17][C:18]2[CH:23]=[CH:22][C:21]([Cl:24])=[C:20]([Cl:25])[CH:19]=2)=[C:5]([C:14]([NH:30][S:27]([CH3:26])(=[O:29])=[O:28])=[O:15])[S:6][C:7]=1[N:8]1[CH2:13][CH2:12][O:11][CH2:10][CH2:9]1)#[N:2], predict the reactants needed to synthesize it. The reactants are: [C:1]([C:3]1[C:4]([CH2:17][C:18]2[CH:23]=[CH:22][C:21]([Cl:24])=[C:20]([Cl:25])[CH:19]=2)=[C:5]([C:14](O)=[O:15])[S:6][C:7]=1[N:8]1[CH2:13][CH2:12][O:11][CH2:10][CH2:9]1)#[N:2].[CH3:26][S:27]([NH2:30])(=[O:29])=[O:28].CCN=C=NCCCN(C)C.Cl. (2) Given the product [ClH:40].[F:33][C:28]1[C:27]([C:13]2[CH:14]=[C:15]([CH2:17][NH:18][CH3:19])[S:16][C:12]=2[S:9]([C:5]2[CH:4]=[C:3]([CH:8]=[CH:7][CH:6]=2)[C:1]#[N:2])(=[O:11])=[O:10])=[CH:32][CH:31]=[CH:30][N:29]=1, predict the reactants needed to synthesize it. The reactants are: [C:1]([C:3]1[CH:4]=[C:5]([S:9]([C:12]2[S:16][C:15]([CH2:17][N:18](C)[C:19](=O)OC(C)(C)C)=[CH:14][C:13]=2[C:27]2[C:28]([F:33])=[N:29][CH:30]=[CH:31][CH:32]=2)(=[O:11])=[O:10])[CH:6]=[CH:7][CH:8]=1)#[N:2].C(OCC)(=O)C.[ClH:40]. (3) Given the product [NH:8]1[C:7]2[CH:6]=[CH:5][C:4]([C:9]3[O:10][C:11]4[C:16]([C:17](=[O:19])[CH:18]=3)=[CH:15][CH:14]=[C:13]([O:20][CH3:21])[C:12]=4[O:22][CH3:23])=[CH:3][C:2]=2[N:1]=[CH:24]1, predict the reactants needed to synthesize it. The reactants are: [NH2:1][C:2]1[CH:3]=[C:4]([C:9]2[O:10][C:11]3[C:16]([C:17](=[O:19])[CH:18]=2)=[CH:15][CH:14]=[C:13]([O:20][CH3:21])[C:12]=3[O:22][CH3:23])[CH:5]=[CH:6][C:7]=1[NH2:8].[C:24](=O)(O)[O-].[Na+]. (4) Given the product [N:9]1([C:30]([C@H:27]2[CH2:28][CH2:29][C@@:25]([CH3:35])([C:23](/[N:22]=[C:21]3/[C:17]([CH2:13][CH2:14][CH2:15][CH3:16])=[CH:18][N:19]([C:36]([CH3:38])([CH3:37])[CH3:39])[S:20]/3)=[O:24])[C:26]2([CH3:33])[CH3:34])=[O:32])[CH2:8][CH2:7][CH2:11]1, predict the reactants needed to synthesize it. The reactants are: CCN=C=NC[CH2:7][CH2:8][N:9]([CH3:11])C.Cl.[CH2:13]([C:17]1=[CH:18][N:19]([C:36]([CH3:39])([CH3:38])[CH3:37])[S:20]/[C:21]/1=[N:22]\[C:23]([C@:25]1([CH3:35])[CH2:29][CH2:28][C@H:27]([C:30]([OH:32])=O)[C:26]1([CH3:34])[CH3:33])=[O:24])[CH2:14][CH2:15][CH3:16].OC1C2N=NNC=2C=CC=1.Cl.N1CCC1.C(N(CC)CC)C. (5) Given the product [ClH:1].[N:42]([CH2:2][C:3]([N:5]1[CH:6]([CH3:41])[CH2:7][N:8]([C:12]2[C:21]([O:22][CH3:23])=[C:20]3[C:15]([C:16](=[O:39])[C:17]([C:27]([NH:29][CH2:30][C:31]4[CH:36]=[CH:35][C:34]([Cl:37])=[CH:33][C:32]=4[Cl:38])=[O:28])=[CH:18][N:19]3[CH:24]3[CH2:26][CH2:25]3)=[CH:14][C:13]=2[F:40])[CH2:9][CH:10]1[CH3:11])=[O:4])=[N+:43]=[N-:44], predict the reactants needed to synthesize it. The reactants are: [Cl:1][CH2:2][C:3]([N:5]1[C@@H:10]([CH3:11])[CH2:9][N:8]([C:12]2[C:21]([O:22][CH3:23])=[C:20]3[C:15]([C:16](=[O:39])[C:17]([C:27]([NH:29][CH2:30][C:31]4[CH:36]=[CH:35][C:34]([Cl:37])=[CH:33][C:32]=4[Cl:38])=[O:28])=[CH:18][N:19]3[CH:24]3[CH2:26][CH2:25]3)=[CH:14][C:13]=2[F:40])[CH2:7][C@H:6]1[CH3:41])=[O:4].[N-:42]=[N+:43]=[N-:44].[Na+]. (6) Given the product [CH3:22][O:21][C:19]([C:16]1[CH:17]=[C:18]2[C:13](=[CH:14][C:15]=1[O:23][CH3:24])[N:12]=[CH:11][CH:10]=[C:9]2[O:8][C:6]1[CH:5]=[CH:4][C:3]([NH:25][C:26]([NH:37][CH2:35][CH3:36])=[O:27])=[C:2]([F:1])[CH:7]=1)=[O:20], predict the reactants needed to synthesize it. The reactants are: [F:1][C:2]1[CH:7]=[C:6]([O:8][C:9]2[C:18]3[C:13](=[CH:14][C:15]([O:23][CH3:24])=[C:16]([C:19]([O:21][CH3:22])=[O:20])[CH:17]=3)[N:12]=[CH:11][CH:10]=2)[CH:5]=[CH:4][C:3]=1[NH:25][C:26](=O)[O:27]C1C=CC=CC=1.[CH2:35]([NH2:37])[CH3:36]. (7) Given the product [Br:12][C:5]1[CH:4]=[C:3]([CH3:13])[C:2]([NH:1][C:25](=[O:26])[CH2:24][Cl:23])=[CH:11][C:6]=1[C:7]([NH:9][CH3:10])=[O:8], predict the reactants needed to synthesize it. The reactants are: [NH2:1][C:2]1[C:3]([CH3:13])=[CH:4][C:5]([Br:12])=[C:6]([CH:11]=1)[C:7]([NH:9][CH3:10])=[O:8].CCN(C(C)C)C(C)C.[Cl:23][CH2:24][C:25](Cl)=[O:26].O.